This data is from Catalyst prediction with 721,799 reactions and 888 catalyst types from USPTO. The task is: Predict which catalyst facilitates the given reaction. (1) Reactant: [F:1][C:2]1[CH:21]=[CH:20][C:5]2[C:6]([C:9]3[CH:14]=[CH:13][C:12]([O:15][CH2:16][C@H:17]4[CH2:19][O:18]4)=[CH:11][CH:10]=3)=[N:7][O:8][C:4]=2[CH:3]=1.[F:22][C:23]([F:33])([F:32])[C:24]1[CH:31]=[CH:30][C:27]([CH2:28][NH2:29])=[CH:26][CH:25]=1. Product: [F:1][C:2]1[CH:21]=[CH:20][C:5]2[C:6]([C:9]3[CH:10]=[CH:11][C:12]([O:15][CH2:16][C@H:17]([OH:18])[CH2:19][NH:29][CH2:28][C:27]4[CH:26]=[CH:25][C:24]([C:23]([F:22])([F:32])[F:33])=[CH:31][CH:30]=4)=[CH:13][CH:14]=3)=[N:7][O:8][C:4]=2[CH:3]=1. The catalyst class is: 8. (2) Reactant: [CH2:1]([CH:3]([CH2:19][CH3:20])[CH:4]([NH2:18])[C:5]1[N:9]([C:10]2[CH:15]=[CH:14][C:13]([O:16][CH3:17])=[CH:12][CH:11]=2)[N:8]=[CH:7][CH:6]=1)[CH3:2].C(N(CC)CC)C.[Cl:28][C:29]1[S:33][C:32]([S:34](Cl)(=[O:36])=[O:35])=[CH:31][CH:30]=1. Product: [Cl:28][C:29]1[S:33][C:32]([S:34]([NH:18][CH:4]([C:5]2[N:9]([C:10]3[CH:11]=[CH:12][C:13]([O:16][CH3:17])=[CH:14][CH:15]=3)[N:8]=[CH:7][CH:6]=2)[CH:3]([CH2:1][CH3:2])[CH2:19][CH3:20])(=[O:36])=[O:35])=[CH:31][CH:30]=1. The catalyst class is: 2. (3) Reactant: [N:1]1[CH:6]=[CH:5][C:4]([C:7]2[N:8]=[C:9]3[NH:16][CH:15]=[CH:14][N:10]3[C:11](=[O:13])[CH:12]=2)=[N:3][CH:2]=1.C(=O)([O-])[O-].[K+].[K+].[F:23][C:24]1[CH:29]=[CH:28][C:27]([CH2:30][CH2:31]OS(C)(=O)=O)=[C:26]([O:37][CH3:38])[CH:25]=1. Product: [F:23][C:24]1[CH:29]=[CH:28][C:27]([CH2:30][CH2:31][N:16]2[C:9]3=[N:8][C:7]([C:4]4[CH:5]=[CH:6][N:1]=[CH:2][N:3]=4)=[CH:12][C:11](=[O:13])[N:10]3[CH:14]=[CH:15]2)=[C:26]([O:37][CH3:38])[CH:25]=1. The catalyst class is: 9. (4) Reactant: [CH3:1][Si:2]([CH3:29])([CH3:28])[CH2:3][CH2:4][O:5][CH2:6][N:7]1[CH:11]=[CH:10][N:9]=[C:8]1[C:12]1[CH:17]=[CH:16][C:15]([C:18]2[CH:19]=[N:20][N:21]3[CH:26]=[CH:25][C:24]([OH:27])=[N:23][C:22]=23)=[CH:14][CH:13]=1.[S:30](Cl)([C:33]1[CH:39]=[CH:38][C:36]([CH3:37])=[CH:35][CH:34]=1)(=[O:32])=[O:31].CCN(CC)CC.CCOC(C)=O. Product: [CH3:37][C:36]1[CH:38]=[CH:39][C:33]([S:30]([O:27][C:24]2[CH:25]=[CH:26][N:21]3[N:20]=[CH:19][C:18]([C:15]4[CH:14]=[CH:13][C:12]([C:8]5[N:7]([CH2:6][O:5][CH2:4][CH2:3][Si:2]([CH3:29])([CH3:28])[CH3:1])[CH:11]=[CH:10][N:9]=5)=[CH:17][CH:16]=4)=[C:22]3[N:23]=2)(=[O:32])=[O:31])=[CH:34][CH:35]=1. The catalyst class is: 12. (5) Reactant: [Br:1][C:2]1[CH:7]=[CH:6][C:5]([SH:8])=[CH:4][CH:3]=1.[CH3:9][O:10][C:11](=[O:14])[CH2:12]Br.C(N(CC)CC)C. Product: [Br:1][C:2]1[CH:7]=[CH:6][C:5]([S:8][CH2:12][C:11]([O:10][CH3:9])=[O:14])=[CH:4][CH:3]=1. The catalyst class is: 7. (6) Reactant: [CH3:1][O:2][C:3](=[O:24])[CH2:4][CH:5]1[CH2:10][CH2:9][CH:8]([C:11]2[N:16]=[CH:15][C:14]([NH:17][C:18](=[O:23])[C:19](OC)=[O:20])=[CH:13][CH:12]=2)[CH2:7][CH2:6]1.O.[NH2:26][NH2:27]. Product: [NH:26]([C:19](=[O:20])[C:18]([NH:17][C:14]1[CH:13]=[CH:12][C:11]([C@H:8]2[CH2:9][CH2:10][C@H:5]([CH2:4][C:3]([O:2][CH3:1])=[O:24])[CH2:6][CH2:7]2)=[N:16][CH:15]=1)=[O:23])[NH2:27]. The catalyst class is: 8. (7) Reactant: [NH2:1][C:2]1[CH:7]=[CH:6][N:5]=[C:4](Cl)[N:3]=1.[CH3:9][S:10]([C:13]([CH3:17])([CH3:16])[CH2:14][OH:15])(=[O:12])=[O:11].C(=O)([O-])[O-].[K+].[K+]. Product: [CH3:9][S:10]([C:13]([CH3:17])([CH3:16])[CH2:14][O:15][C:4]1[N:3]=[C:2]([NH2:1])[CH:7]=[CH:6][N:5]=1)(=[O:12])=[O:11]. The catalyst class is: 41. (8) The catalyst class is: 8. Reactant: [F:1][C:2]([F:23])([F:22])[C:3]1[CH:4]=[C:5]([CH:20]=[O:21])[C:6]2[N:10]=[N:9][N:8]([CH2:11][O:12][CH2:13][CH2:14][Si:15]([CH3:18])([CH3:17])[CH3:16])[C:7]=2[CH:19]=1.[BH4-].[Na+]. Product: [F:23][C:2]([F:1])([F:22])[C:3]1[CH:4]=[C:5]([CH2:20][OH:21])[C:6]2[N:10]=[N:9][N:8]([CH2:11][O:12][CH2:13][CH2:14][Si:15]([CH3:17])([CH3:18])[CH3:16])[C:7]=2[CH:19]=1. (9) Reactant: CC(OI1(OC(C)=O)(OC(C)=O)OC(=O)C2C=CC=CC1=2)=O.[C:23]([O:27][C:28](=[O:40])[NH:29][C:30]1[O:34][N:33]=[C:32]([C:35]([CH3:39])([CH3:38])[CH2:36][OH:37])[CH:31]=1)([CH3:26])([CH3:25])[CH3:24]. Product: [C:23]([O:27][C:28](=[O:40])[NH:29][C:30]1[O:34][N:33]=[C:32]([C:35]([CH3:39])([CH3:38])[CH:36]=[O:37])[CH:31]=1)([CH3:26])([CH3:24])[CH3:25]. The catalyst class is: 2. (10) Reactant: [CH:1]1([C:4]([NH:6][C:7]2[N:8]=[C:9]3[CH:14]=[CH:13][C:12]([O:15][C:16]4[CH:21]=[CH:20][C:19]([NH:22][C:23]([C:25]5[C:26](=[O:39])[N:27]([C:32]6[CH:37]=[CH:36][C:35]([F:38])=[CH:34][CH:33]=6)[C:28]([CH3:31])=[CH:29][CH:30]=5)=[O:24])=[CH:18][CH:17]=4)=[CH:11][N:10]3[CH:40]=2)=[O:5])[CH2:3][CH2:2]1.O.[C:42]1([S:48]([OH:51])(=[O:50])=[O:49])[CH:47]=[CH:46][CH:45]=[CH:44][CH:43]=1. Product: [OH2:5].[C:42]1([S:48]([OH:51])(=[O:50])=[O:49])[CH:47]=[CH:46][CH:45]=[CH:44][CH:43]=1.[CH:1]1([C:4]([NH:6][C:7]2[N:8]=[C:9]3[CH:14]=[CH:13][C:12]([O:15][C:16]4[CH:17]=[CH:18][C:19]([NH:22][C:23]([C:25]5[C:26](=[O:39])[N:27]([C:32]6[CH:33]=[CH:34][C:35]([F:38])=[CH:36][CH:37]=6)[C:28]([CH3:31])=[CH:29][CH:30]=5)=[O:24])=[CH:20][CH:21]=4)=[CH:11][N:10]3[CH:40]=2)=[O:5])[CH2:3][CH2:2]1. The catalyst class is: 7.